Dataset: Catalyst prediction with 721,799 reactions and 888 catalyst types from USPTO. Task: Predict which catalyst facilitates the given reaction. (1) Reactant: [Cl:1][C:2]1[CH:7]=[C:6]([O:8][C:9]([F:12])([F:11])[F:10])[CH:5]=[C:4]([Cl:13])[C:3]=1[N:14]=[C:15]=[O:16].[NH2:17][C:18]1[CH:19]=[C:20]([C:41]2[CH:46]=[CH:45][CH:44]=[CH:43][CH:42]=2)[CH:21]=[CH:22][C:23]=1[C:24]([NH:26][C@@H:27]([CH:35]1[CH2:40][CH2:39][CH2:38][CH2:37][CH2:36]1)[C:28]([O:30][C:31]([CH3:34])([CH3:33])[CH3:32])=[O:29])=[O:25].CCCCCC.C(OCC)(=O)C. Product: [CH:35]1([C@H:27]([NH:26][C:24]([C:23]2[CH:22]=[CH:21][C:20]([C:41]3[CH:46]=[CH:45][CH:44]=[CH:43][CH:42]=3)=[CH:19][C:18]=2[NH:17][C:15]([NH:14][C:3]2[C:2]([Cl:1])=[CH:7][C:6]([O:8][C:9]([F:10])([F:12])[F:11])=[CH:5][C:4]=2[Cl:13])=[O:16])=[O:25])[C:28]([O:30][C:31]([CH3:33])([CH3:32])[CH3:34])=[O:29])[CH2:40][CH2:39][CH2:38][CH2:37][CH2:36]1. The catalyst class is: 17. (2) Reactant: [OH:1][CH2:2][C@H:3]1[CH2:8][N:7]([C:9]([O:11][C:12]([CH3:15])([CH3:14])[CH3:13])=[O:10])[C@H:6]([CH3:16])[CH2:5][CH2:4]1.[CH3:17][S:18](Cl)(=[O:20])=[O:19]. Product: [CH3:16][C@@H:6]1[CH2:5][CH2:4][C@@H:3]([CH2:2][O:1][S:18]([CH3:17])(=[O:20])=[O:19])[CH2:8][N:7]1[C:9]([O:11][C:12]([CH3:15])([CH3:14])[CH3:13])=[O:10]. The catalyst class is: 2.